From a dataset of Forward reaction prediction with 1.9M reactions from USPTO patents (1976-2016). Predict the product of the given reaction. (1) Given the reactants [OH:1][C:2]1[CH:34]=[CH:33][C:5]([O:6][C:7]2[N:12]=[C:11]([CH3:13])[C:10]([CH2:14][N:15]3[CH2:20][CH2:19][CH:18]([N:21]4[C@H:25]([C:26]5[CH:31]=[CH:30][CH:29]=[CH:28][CH:27]=5)[CH2:24][NH:23][C:22]4=[O:32])[CH2:17][CH2:16]3)=[CH:9][CH:8]=2)=[CH:4][CH:3]=1.[H-].[Na+].[C:37]([O:41][C:42](=[O:45])[CH2:43]Br)([CH3:40])([CH3:39])[CH3:38], predict the reaction product. The product is: [C:37]([O:41][C:42](=[O:45])[CH2:43][O:1][C:2]1[CH:3]=[CH:4][C:5]([O:6][C:7]2[CH:8]=[CH:9][C:10]([CH2:14][N:15]3[CH2:16][CH2:17][CH:18]([N:21]4[C@H:25]([C:26]5[CH:27]=[CH:28][CH:29]=[CH:30][CH:31]=5)[CH2:24][NH:23][C:22]4=[O:32])[CH2:19][CH2:20]3)=[C:11]([CH3:13])[N:12]=2)=[CH:33][CH:34]=1)([CH3:40])([CH3:39])[CH3:38]. (2) Given the reactants CS([O:5][C@@H:6]1[CH2:11][CH2:10][CH2:9][N:8]([CH:12]2[CH2:17][CH2:16][N:15]([C:18]([O:20][C:21]([CH3:24])([CH3:23])[CH3:22])=[O:19])[CH2:14][CH2:13]2)[C:7]1=[O:25])(=O)=O.C(=O)([O-])[O-].[K+].[K+].[Br:32][C:33]1[C:38]([F:39])=[CH:37][C:36](O)=[C:35]([F:41])[CH:34]=1, predict the reaction product. The product is: [Br:32][C:33]1[C:38]([F:39])=[CH:37][C:36]([O:5][C@H:6]2[CH2:11][CH2:10][CH2:9][N:8]([CH:12]3[CH2:17][CH2:16][N:15]([C:18]([O:20][C:21]([CH3:24])([CH3:23])[CH3:22])=[O:19])[CH2:14][CH2:13]3)[C:7]2=[O:25])=[C:35]([F:41])[CH:34]=1. (3) Given the reactants [F:1][C:2]1[CH:7]=[C:6]([CH:8](O)[CH:9]([CH2:13][C:14]2[CH:19]=[CH:18][CH:17]=[C:16]([O:20][C:21]([F:26])([F:25])[CH:22]([F:24])[F:23])[CH:15]=2)C(O)=O)[CH:5]=[CH:4][N:3]=1.C1(P(N=[N+]=[N-])(C2C=CC=CC=2)=[O:35])C=CC=CC=1.C([N:47]([CH2:50]C)CC)C.[OH2:52], predict the reaction product. The product is: [F:1][C:2]1[CH:7]=[C:6]([CH:8]2[O:52][C:50](=[O:35])[NH:47][CH:9]2[CH2:13][C:14]2[CH:19]=[CH:18][CH:17]=[C:16]([O:20][C:21]([F:25])([F:26])[CH:22]([F:23])[F:24])[CH:15]=2)[CH:5]=[CH:4][N:3]=1. (4) Given the reactants [CH:1]1([CH2:4][O:5][C:6]2[CH:7]=[CH:8][C:9]3[C:13]([CH:14]=2)=[N:12][N:11]([C@H:15]2[CH2:20][CH2:19][C@H:18]([CH2:21][OH:22])[CH2:17][CH2:16]2)[CH:10]=3)[CH2:3][CH2:2]1.CC(OI1(OC(C)=O)(OC(C)=O)OC(=O)C2C=CC=CC1=2)=O, predict the reaction product. The product is: [CH:1]1([CH2:4][O:5][C:6]2[CH:7]=[CH:8][C:9]3[C:13]([CH:14]=2)=[N:12][N:11]([C@H:15]2[CH2:20][CH2:19][C@H:18]([CH:21]=[O:22])[CH2:17][CH2:16]2)[CH:10]=3)[CH2:2][CH2:3]1. (5) Given the reactants CS(O[CH:6]1[CH2:11][CH2:10][CH:9]([NH:12][C:13]([O:15][C:16]([CH3:19])([CH3:18])[CH3:17])=[O:14])[CH2:8][CH2:7]1)(=O)=O.[F:20][C:21]([F:30])([F:29])[C:22]1[CH:27]=[CH:26][C:25]([SH:28])=[CH:24][CH:23]=1.C([O-])([O-])=O.[K+].[K+], predict the reaction product. The product is: [F:30][C:21]([F:20])([F:29])[C:22]1[CH:23]=[CH:24][C:25]([S:28][CH:6]2[CH2:7][CH2:8][CH:9]([NH:12][C:13](=[O:14])[O:15][C:16]([CH3:17])([CH3:18])[CH3:19])[CH2:10][CH2:11]2)=[CH:26][CH:27]=1. (6) Given the reactants CO[C:3]([C:5]1[N:6]([CH3:25])[N:7]=[C:8]([O:10][CH2:11][C:12]2[C:13]([C:18]3[CH:23]=[CH:22][C:21]([F:24])=[CH:20][CH:19]=3)=[N:14][O:15][C:16]=2[CH3:17])[CH:9]=1)=[O:4].[NH2:26][N:27]1[CH2:32][CH2:31][CH2:30][CH2:29][CH2:28]1, predict the reaction product. The product is: [N:27]1([NH:26][C:3]([C:5]2[N:6]([CH3:25])[N:7]=[C:8]([O:10][CH2:11][C:12]3[C:13]([C:18]4[CH:19]=[CH:20][C:21]([F:24])=[CH:22][CH:23]=4)=[N:14][O:15][C:16]=3[CH3:17])[CH:9]=2)=[O:4])[CH2:32][CH2:31][CH2:30][CH2:29][CH2:28]1.